Dataset: Forward reaction prediction with 1.9M reactions from USPTO patents (1976-2016). Task: Predict the product of the given reaction. Given the reactants C([NH:3][C:4](=[O:20])[C:5]([CH2:10][C:11]1[S:12][C:13]2[CH:19]=[CH:18][CH:17]=[CH:16][C:14]=2[CH:15]=1)([CH3:9])[C:6]([NH2:8])=[O:7])C.[OH-].[Na+:22], predict the reaction product. The product is: [Na+:22].[S:12]1[C:13]2[CH:19]=[CH:18][CH:17]=[CH:16][C:14]=2[CH:15]=[C:11]1[CH2:10][C:5]([CH3:9])([C:6]([NH-:8])=[O:7])[C:4]([NH-:3])=[O:20].[Na+:22].